Dataset: Full USPTO retrosynthesis dataset with 1.9M reactions from patents (1976-2016). Task: Predict the reactants needed to synthesize the given product. (1) Given the product [C:1]([O:5][C:6]([N:8]1[CH2:12][CH2:11][C@H:10]([CH:13]=[O:14])[CH2:9]1)=[O:7])([CH3:4])([CH3:3])[CH3:2], predict the reactants needed to synthesize it. The reactants are: [C:1]([O:5][C:6]([N:8]1[CH2:12][CH2:11][C@H:10]([CH2:13][OH:14])[CH2:9]1)=[O:7])([CH3:4])([CH3:3])[CH3:2].C(Cl)Cl.CC1(C)N([O])C(C)(C)CCC1.[Br-].[K+].[O-]Cl.[Na+].O.C([O-])(O)=O.[Na+]. (2) Given the product [CH2:1]([O:3][CH2:4][CH2:5][CH2:6][CH2:7][CH2:8][N:9]1[CH2:14][CH2:13][C:12](=[N:17][OH:18])[CH2:11][CH2:10]1)[CH3:2], predict the reactants needed to synthesize it. The reactants are: [CH2:1]([O:3][CH2:4][CH2:5][CH2:6][CH2:7][CH2:8][N:9]1[CH2:14][CH2:13][C:12](=O)[CH2:11][CH2:10]1)[CH3:2].Cl.[NH2:17][OH:18]. (3) Given the product [F:2][CH2:1][CH:3]([OH:5])[CH2:4][N:18]1[CH2:19][CH2:20][N:15]([C:12]2[CH:11]=[CH:10][C:9]([N+:6]([O-:8])=[O:7])=[CH:14][CH:13]=2)[CH2:16][CH2:17]1, predict the reactants needed to synthesize it. The reactants are: [CH2:1]([CH:3]1[O:5][CH2:4]1)[F:2].[N+:6]([C:9]1[CH:14]=[CH:13][C:12]([N:15]2[CH2:20][CH2:19][NH:18][CH2:17][CH2:16]2)=[CH:11][CH:10]=1)([O-:8])=[O:7]. (4) Given the product [NH2:20][C:17]1[CH:18]=[CH:19][C:14]([C:11]2[CH2:10][C:9]([C:4]3[CH:5]=[C:6]([Cl:8])[CH:7]=[C:2]([Cl:1])[CH:3]=3)([C:24]([F:27])([F:26])[F:25])[O:13][N:12]=2)=[CH:15][C:16]=1[CH3:23], predict the reactants needed to synthesize it. The reactants are: [Cl:1][C:2]1[CH:3]=[C:4]([C:9]2([C:24]([F:27])([F:26])[F:25])[O:13][N:12]=[C:11]([C:14]3[CH:19]=[CH:18][C:17]([N+:20]([O-])=O)=[C:16]([CH3:23])[CH:15]=3)[CH2:10]2)[CH:5]=[C:6]([Cl:8])[CH:7]=1. (5) Given the product [C:39]([NH:38][C:36]1[S:37][C:33]2[C:32]([C:44]#[N:45])=[C:31]([O:30][C:29]3[CH:46]=[CH:47][C:48]([F:49])=[C:27]([NH:26][C:9](=[O:11])[C:8]4[CH:12]=[CH:13][CH:14]=[C:6]([C:3]([C:1]#[N:2])([CH3:4])[CH3:5])[CH:7]=4)[CH:28]=3)[CH:43]=[CH:42][C:34]=2[N:35]=1)(=[O:41])[CH3:40], predict the reactants needed to synthesize it. The reactants are: [C:1]([C:3]([C:6]1[CH:7]=[C:8]([CH:12]=[CH:13][CH:14]=1)[C:9]([OH:11])=O)([CH3:5])[CH3:4])#[N:2].C(Cl)(=O)C(Cl)=O.CN(C)C=O.[NH2:26][C:27]1[CH:28]=[C:29]([CH:46]=[CH:47][C:48]=1[F:49])[O:30][C:31]1[CH:43]=[CH:42][C:34]2[N:35]=[C:36]([NH:38][C:39](=[O:41])[CH3:40])[S:37][C:33]=2[C:32]=1[C:44]#[N:45]. (6) Given the product [CH:1]([N:14]1[C:22]2[C:17](=[CH:18][C:19]([Cl:23])=[CH:20][CH:21]=2)[C:16]([CH2:24][CH2:25][O:26][C:27]2[CH:28]=[CH:29][C:30]([C:31]([OH:33])=[O:32])=[CH:34][CH:35]=2)=[C:15]1[CH2:36][CH2:37][NH:38][S:39]([CH2:42][C:43]1[CH:44]=[CH:45][CH:46]=[C:47]([C:49]#[N:50])[CH:48]=1)(=[O:41])=[O:40])([C:2]1[CH:7]=[CH:6][CH:5]=[CH:4][CH:3]=1)[C:8]1[CH:9]=[CH:10][CH:11]=[CH:12][CH:13]=1, predict the reactants needed to synthesize it. The reactants are: [CH:1]([N:14]1[C:22]2[C:17](=[CH:18][C:19]([Cl:23])=[CH:20][CH:21]=2)[C:16]([CH2:24][CH2:25][O:26][C:27]2[CH:35]=[CH:34][C:30]([C:31]([OH:33])=[O:32])=[CH:29][CH:28]=2)=[C:15]1[CH2:36][CH2:37][NH:38][S:39]([CH2:42][C:43]1[CH:48]=[CH:47][CH:46]=[CH:45][CH:44]=1)(=[O:41])=[O:40])([C:8]1[CH:13]=[CH:12][CH:11]=[CH:10][CH:9]=1)[C:2]1[CH:7]=[CH:6][CH:5]=[CH:4][CH:3]=1.[C:49](C1C=C(CS(Cl)(=O)=O)C=CC=1)#[N:50].